This data is from Experimentally validated miRNA-target interactions with 360,000+ pairs, plus equal number of negative samples. The task is: Binary Classification. Given a miRNA mature sequence and a target amino acid sequence, predict their likelihood of interaction. (1) The miRNA is hsa-miR-505-3p with sequence CGUCAACACUUGCUGGUUUCCU. The protein sequence of the target gene is MLVILAFIIVFHIVSTALLFISTIDNAWWVGDSFSADLWRVCTNSTNCTEINELTGPEAFEGYSVMQAVQATMILSTILSCISFLIFLLQLFRLKQGERFVLTSIIQLMSCLCVMIGASIYTDRRQDLHQQNRKLYYLLQEGSYGYSFILAWVAFAFTFISGLMYMILRKRK. Result: 0 (no interaction). (2) The miRNA is hsa-miR-1249-3p with sequence ACGCCCUUCCCCCCCUUCUUCA. The protein sequence of the target gene is MAVAPSFNMTNPQPAIEGGISEVEIISQQVDEETKSIAPVQLVNFAYRDLPLAAVDLSTAGSQLLSNLDEDYQREGSNWLKPCCGKRAAVWQVFLLSASLNSFLVACVILVVILLTLELLIDIKLLQFSSAFQFAGVIHWISLVILSVFFSETVLRIVVLGIWDYIENKIEVFDGAVIILSLAPMVASTVANGPRSPWDAISLIIMLRIWRVKRVIDAYVLPVKLEMEMVIQQYEKAKVIQDEQLERLTQICQEQGFEIRQLRAHLAQQDLDLAAEREAALQAPHVLSQPRSRFKVLEAG.... Result: 0 (no interaction). (3) The miRNA is hsa-miR-19b-3p with sequence UGUGCAAAUCCAUGCAAAACUGA. The protein sequence of the target gene is MEVDINGESRSTLTTLPFPGAEANSPGKAEAEKPRCSSTPCSPMRRTVSGYQILHMDSNYLVGFTTGEELLKLAQKCTGGEESKAEAMPSLRSKQLDAGLARSSRLYKTRSRYYQPYEIPAVNGRRRRRMPSSGDKCTKSLPYEPYKALHGPLPLCLLKGKRAHSKSLDYLNLDKMIKEPADTEVLQYQLQHLTLRGDRVFARNNT. Result: 1 (interaction). (4) The miRNA is mmu-miR-653-5p with sequence GUGUUGAAACAAUCUCUACUG. The protein sequence of the target gene is MAASGDPGSAESYRSPLAARYASREMCFLFSDRYKFQTWRQLWLWLAEAEQTLGLPITDEQIQEMKSNLNNIDFQMAAEEEKRLRHDVMAHVHTFGHCCPKAAGIIHLGATSCYVGDNTDLIILRNAFDLLLPKLARVISRLADFAKDRADLPTLGFTHFQPAQLTTVGKRCCLWIQDLCMDLQNLKRVRDELRFRGVKGTTGTQASFLQLFEGDHQKVEQLDKMVTEKAGFKRAFIITGQTYTRKVDIEVLSVLASLGASVHKICTDIRLLANLKEMEEPFEKQQIGSSAMPYKRNPMR.... Result: 1 (interaction). (5) The miRNA is hsa-miR-105-5p with sequence UCAAAUGCUCAGACUCCUGUGGU. The protein sequence of the target gene is MAGTSAPGSKRRSEPPAPRPGPPPGTGHPPSKRARGFSAAAAPDPDDPFGAHGDFTADDLEELDTLASQALSQCPAAARDVSSDHKVHRLLDGMSKNPSGKNRETVPIKDNFELEVLQAQYKELKEKMKVMEEEVLIKNGEIKILRDSLHQTESVLEEQRRSHFLLEQEKTQALSDKEKEFSKKLQSLQSELQFKDAEMNELRTKLQTSERANKLAAPSVSHVSPRKNPSVVIKPEACSPQFGKTSFPTKESFSANMSLPHPCQTESGYKPLVGREDSKPHSLRGDSIKQEEAQKSFVDS.... Result: 0 (no interaction). (6) The miRNA is mmu-miR-340-5p with sequence UUAUAAAGCAAUGAGACUGAUU. The protein sequence of the target gene is MGGGDLNLKKSWHPQTLRNVEKVWKAEQKHEAERKKIEELQRELREERAREEMQRYAEDVGAVKKKEEKLDWMYQGPGGMVNRDEYLLGRPIDKYVFEKMEEREAGCSSETGLLPGSIFAPSGANSLLDMASKIREDPLFIIRKKEEEKKREVLNNPVKMKKIKELLQMSLEKKEKKKKKEKKKKHRKHKHRSSSSGGSSSEDEQSQARSQKKMANSFPVLSKVPGYGLQVRDSDRNRGLQGSLGEQRAIKNNSRSRSSSPPRHASKKSTKEERPRDRRSRSPSRRSRSPRPSKPHTSKV.... Result: 1 (interaction).